From a dataset of Forward reaction prediction with 1.9M reactions from USPTO patents (1976-2016). Predict the product of the given reaction. (1) The product is: [CH2:16]([N:23]1[C:4](=[O:6])[C:3]2[C:2](=[CH:11][C:10]([C:12]([O:14][CH3:15])=[O:13])=[CH:9][CH:8]=2)[NH:26][C:24]1=[O:25])[C:17]1[CH:22]=[CH:21][CH:20]=[CH:19][CH:18]=1. Given the reactants Br[C:2]1[CH:11]=[C:10]([C:12]([O:14][CH3:15])=[O:13])[CH:9]=[CH:8][C:3]=1[C:4]([O:6]C)=O.[CH2:16]([NH:23][C:24]([NH2:26])=[O:25])[C:17]1[CH:22]=[CH:21][CH:20]=[CH:19][CH:18]=1, predict the reaction product. (2) The product is: [Br:7][C:8]1[CH:13]=[C:12]2[C:11](=[CH:10][CH:9]=1)[C:14](=[O:18])[CH2:15][CH2:16]2. Given the reactants [Al+3].[Cl-].[Cl-].[Cl-].[Na+].[Cl-].[Br:7][C:8]1[CH:13]=[CH:12][C:11]([C:14](=[O:18])[CH2:15][CH2:16]Cl)=[CH:10][CH:9]=1, predict the reaction product. (3) Given the reactants Cl[C:2]1[N:7]=[C:6]([NH:8][C:9]2[CH:14]=[CH:13][C:12]([O:15][CH3:16])=[CH:11][C:10]=2[NH:17][S:18]([CH3:21])(=[O:20])=[O:19])[C:5]([Cl:22])=[CH:4][N:3]=1.[CH3:23][O:24][C:25]1[C:26]([NH2:35])=[CH:27][C:28]2[O:33][CH2:32][CH2:31][O:30][C:29]=2[CH:34]=1, predict the reaction product. The product is: [Cl:22][C:5]1[C:6]([NH:8][C:9]2[CH:14]=[CH:13][C:12]([O:15][CH3:16])=[CH:11][C:10]=2[NH:17][S:18]([CH3:21])(=[O:20])=[O:19])=[N:7][C:2]([NH:35][C:26]2[C:25]([O:24][CH3:23])=[CH:34][C:29]3[O:30][CH2:31][CH2:32][O:33][C:28]=3[CH:27]=2)=[N:3][CH:4]=1. (4) Given the reactants Cl[C:2]1[C:7]([C:8]([O:10][CH2:11][CH3:12])=[O:9])=[CH:6][N:5]=[C:4]([Cl:13])[C:3]=1[Cl:14].[NH2:15][C:16]1[CH:21]=[CH:20][CH:19]=[C:18]([CH3:22])[CH:17]=1, predict the reaction product. The product is: [Cl:14][C:3]1[C:4]([Cl:13])=[N:5][CH:6]=[C:7]([C:2]=1[NH:15][C:16]1[CH:17]=[C:18]([CH3:22])[CH:19]=[CH:20][CH:21]=1)[C:8]([O:10][CH2:11][CH3:12])=[O:9]. (5) The product is: [F:27][C:24]([F:25])([F:26])[C:22]1[O:21][C:20](=[O:28])[CH:19]=[C:18]([C:2]2[CH:7]=[CH:6][C:5]([C:8]([F:11])([F:10])[F:9])=[CH:4][CH:3]=2)[CH:23]=1. Given the reactants I[C:2]1[CH:7]=[CH:6][C:5]([C:8]([F:11])([F:10])[F:9])=[CH:4][CH:3]=1.C([Mg]Cl)(C)C.Br[C:18]1[CH:23]=[C:22]([C:24]([F:27])([F:26])[F:25])[O:21][C:20](=[O:28])[CH:19]=1.Cl, predict the reaction product. (6) Given the reactants [OH:1][CH2:2][C:3]1[CH:4]=[C:5]([C:9]2[N:14]=[CH:13][C:12](/[CH:15]=[CH:16]/[CH2:17][NH:18][C:19](=[O:25])[O:20][C:21]([CH3:24])(C)C)=[CH:11][N:10]=2)[CH:6]=[CH:7][CH:8]=1.[CH2:26]1COC[CH2:27]1, predict the reaction product. The product is: [OH:1][CH2:2][C:3]1[CH:4]=[C:5]([C:9]2[N:10]=[CH:11][C:12]([CH2:15][CH2:16][CH2:17][NH:18][C:19](=[O:25])[O:20][CH2:21][CH2:24][CH2:26][CH3:27])=[CH:13][N:14]=2)[CH:6]=[CH:7][CH:8]=1. (7) Given the reactants [Cl:1][CH2:2][CH2:3][CH:4]([C:6]1[CH:11]=[CH:10][CH:9]=[CH:8][CH:7]=1)[OH:5].C(N(CC)CC)C.[CH3:19][S:20](Cl)(=[O:22])=[O:21], predict the reaction product. The product is: [Cl:1][CH2:2][CH2:3][CH:4]([O:5][S:20]([CH3:19])(=[O:22])=[O:21])[C:6]1[CH:11]=[CH:10][CH:9]=[CH:8][CH:7]=1. (8) Given the reactants [C:1](#[N:5])[CH2:2][C:3]#[N:4].Br[CH2:7][CH2:8][O:9][CH2:10][CH2:11]Br.C1CCN2C(=NCCC2)CC1, predict the reaction product. The product is: [O:9]1[CH2:10][CH2:11][C:2]([C:1]#[N:5])([C:3]#[N:4])[CH2:7][CH2:8]1. (9) Given the reactants [F:1][C:2]1[C:10]([CH2:11][S:12][CH3:13])=[C:9]2[C:5]([C:6]([CH:14]([C:19]3[CH:24]=[CH:23][C:22]([C:25]([F:28])([F:27])[F:26])=[CH:21][CH:20]=3)[CH2:15][CH2:16][C:17]#[N:18])=[CH:7][NH:8]2)=[CH:4][CH:3]=1.ClC1C=CC(C(C2C3C(=C(CS(C)=[O:53])C(F)=CC=3)NC=2)CCC#N)=CC=1, predict the reaction product. The product is: [F:1][C:2]1[C:10]([CH2:11][S:12]([CH3:13])=[O:53])=[C:9]2[C:5]([C:6]([CH:14]([C:19]3[CH:20]=[CH:21][C:22]([C:25]([F:28])([F:26])[F:27])=[CH:23][CH:24]=3)[CH2:15][CH2:16][C:17]#[N:18])=[CH:7][NH:8]2)=[CH:4][CH:3]=1. (10) Given the reactants Cl[CH2:2][CH2:3][NH:4][C:5]([NH:7][C:8]1[CH:13]=[CH:12][C:11]([O:14][CH3:15])=[CH:10][CH:9]=1)=[O:6].CC(C)([O-])C.[K+].Cl, predict the reaction product. The product is: [CH3:15][O:14][C:11]1[CH:12]=[CH:13][C:8]([N:7]2[CH2:2][CH2:3][NH:4][C:5]2=[O:6])=[CH:9][CH:10]=1.